This data is from Peptide-MHC class I binding affinity with 185,985 pairs from IEDB/IMGT. The task is: Regression. Given a peptide amino acid sequence and an MHC pseudo amino acid sequence, predict their binding affinity value. This is MHC class I binding data. (1) The peptide sequence is TSTVEEQIQW. The MHC is HLA-B58:01 with pseudo-sequence HLA-B58:01. The binding affinity (normalized) is 0.984. (2) The peptide sequence is VSLVKKNKKR. The MHC is HLA-A03:01 with pseudo-sequence HLA-A03:01. The binding affinity (normalized) is 0.0455.